This data is from Forward reaction prediction with 1.9M reactions from USPTO patents (1976-2016). The task is: Predict the product of the given reaction. (1) The product is: [CH3:1][N:2]1[C:10]2[C:9]([O:11][C:12]3[CH:18]=[CH:17][C:15]([NH:16][C:26](=[O:33])[C:27]4[CH:32]=[CH:31][CH:30]=[CH:29][CH:28]=4)=[CH:14][CH:13]=3)=[N:8][CH:7]=[N:6][C:5]=2[CH:4]=[CH:3]1. Given the reactants [CH3:1][N:2]1[C:10]2[C:9]([O:11][C:12]3[CH:18]=[CH:17][C:15]([NH2:16])=[CH:14][CH:13]=3)=[N:8][CH:7]=[N:6][C:5]=2[CH:4]=[CH:3]1.C(N(CC)CC)C.[C:26](Cl)(=[O:33])[C:27]1[CH:32]=[CH:31][CH:30]=[CH:29][CH:28]=1, predict the reaction product. (2) Given the reactants [CH2:1]([N:3]([C:29](=O)[C:30]1[CH:35]=[CH:34][C:33]([OH:36])=[C:32]([F:37])[CH:31]=1)[C:4]1[CH:9]=[C:8]([O:10][CH3:11])[CH:7]=[CH:6][C:5]=1[CH:12]1[CH2:21][CH2:20][C:19]2[CH:18]=[C:17]([O:22]C(=O)C(C)(C)C)[CH:16]=[CH:15][C:14]=2[CH2:13]1)[CH3:2].Cl[CH2:40][C:41]([NH:43][CH:44]1[CH2:49][C:48]([CH3:51])([CH3:50])[N:47]([CH3:52])[C:46]([CH3:54])([CH3:53])[CH2:45]1)=O, predict the reaction product. The product is: [CH2:1]([N:3]([CH2:29][C:30]1[CH:35]=[CH:34][C:33]([O:36][CH2:40][CH2:41][NH:43][CH:44]2[CH2:49][C:48]([CH3:51])([CH3:50])[N:47]([CH3:52])[C:46]([CH3:54])([CH3:53])[CH2:45]2)=[C:32]([F:37])[CH:31]=1)[C:4]1[CH:9]=[C:8]([O:10][CH3:11])[CH:7]=[CH:6][C:5]=1[CH:12]1[CH2:21][CH2:20][C:19]2[CH:18]=[C:17]([OH:22])[CH:16]=[CH:15][C:14]=2[CH2:13]1)[CH3:2]. (3) Given the reactants [NH2:1][C:2]1[N:19]=[CH:18][C:5]2[N:6]=[CH:7][N:8]=[C:9]([NH:10][C:11]3[CH:16]=[CH:15][CH:14]=[C:13]([CH3:17])[CH:12]=3)[C:4]=2[CH:3]=1.NC1C=CC=C(C)C=1.ClC1C2C=C(F)N=CC=2N=CN=1.C[O:41][C:42]1C=CC(CN)=[CH:44][CH:43]=1.FC(F)(F)C(O)=O.C(Cl)(=O)C=C, predict the reaction product. The product is: [CH3:17][C:13]1[CH:12]=[C:11]([NH:10][C:9]2[C:4]3[CH:3]=[C:2]([NH:1][C:42](=[O:41])[CH:43]=[CH2:44])[N:19]=[CH:18][C:5]=3[N:6]=[CH:7][N:8]=2)[CH:16]=[CH:15][CH:14]=1. (4) The product is: [N+:12]1([O-:9])[C:21]2[C:16](=[CH:17][CH:18]=[CH:19][CH:20]=2)[CH:15]=[CH:14][CH:13]=1. Given the reactants C1C=C(Cl)C=C(C(OO)=[O:9])C=1.[N:12]1[C:21]2[C:16](=[CH:17][CH:18]=[CH:19][CH:20]=2)[CH:15]=[CH:14][CH:13]=1, predict the reaction product. (5) Given the reactants [CH2:1]([N:8]1[CH2:13][CH2:12][N:11]([C:14]2[CH:19]=[CH:18][CH:17]=[C:16]([O:20][CH2:21][C:22]#[CH:23])[CH:15]=2)[CH2:10][CH2:9]1)[C:2]1[CH:7]=[CH:6][CH:5]=[CH:4][CH:3]=1, predict the reaction product. The product is: [CH2:1]([N:8]1[CH2:9][CH2:10][N:11]([C:14]2[CH:19]=[CH:18][CH:17]=[C:16]3[C:15]=2[CH:23]=[CH:22][CH2:21][O:20]3)[CH2:12][CH2:13]1)[C:2]1[CH:3]=[CH:4][CH:5]=[CH:6][CH:7]=1.